From a dataset of Human liver microsome stability data. Regression/Classification. Given a drug SMILES string, predict its absorption, distribution, metabolism, or excretion properties. Task type varies by dataset: regression for continuous measurements (e.g., permeability, clearance, half-life) or binary classification for categorical outcomes (e.g., BBB penetration, CYP inhibition). Dataset: hlm. (1) The compound is Cn1cc(-c2ccc(N3CCC([C@H]4c5c(F)cccc5-c5cncn54)CC3)cc2)cn1. The result is 0 (unstable in human liver microsomes). (2) The compound is COC(=O)Nc1ccc2sc3cc(S(=O)(=O)N[C@H](C(=O)O)C(C)C)ccc3c2c1. The result is 0 (unstable in human liver microsomes).